This data is from Forward reaction prediction with 1.9M reactions from USPTO patents (1976-2016). The task is: Predict the product of the given reaction. (1) Given the reactants [Cl:1][C:2]1[CH:7]=[CH:6][CH:5]=[CH:4][C:3]=1[C:8]1[CH:9]=[N:10][C:11]2[N:12]([N:21]=[CH:22][C:23]=2[C:24](=[O:34])[NH:25][C:26]2([C:32]#[N:33])[CH2:31][CH2:30][CH2:29][CH2:28][CH2:27]2)[C:13]=1[C:14]1[CH:19]=[CH:18][C:17]([Cl:20])=[CH:16][CH:15]=1.CS(O)(=O)=[O:37].C(=O)([O-])O.[Na+], predict the reaction product. The product is: [C:32]([C:26]1([NH:25][C:24]([C:23]2[CH:22]=[N:21][N:12]3[C:13]([C:14]4[CH:15]=[CH:16][C:17]([Cl:20])=[CH:18][CH:19]=4)=[C:8]([C:3]4[CH:4]=[CH:5][CH:6]=[CH:7][C:2]=4[Cl:1])[CH:9]=[N:10][C:11]=23)=[O:34])[CH2:31][CH2:30][CH2:29][CH2:28][CH2:27]1)(=[O:37])[NH2:33]. (2) Given the reactants Cl.[C:2]([CH2:5]O[NH2:13])([OH:4])=[O:3].[C:2]([CH2:5]O[NH2:13])([OH:4])=[O:3].[F:14][C:15]([F:30])([F:29])[C:16]1[CH:17]=[C:18]([CH:22]=[C:23]([C:25]([F:28])([F:27])[F:26])[CH:24]=1)[C:19](Cl)=O, predict the reaction product. The product is: [F:14][C:15]([F:30])([F:29])[C:16]1[CH:17]=[C:18]([CH:22]=[C:23]([C:25]([F:28])([F:27])[F:26])[CH:24]=1)[CH2:19][NH:13][CH2:5][C:2]([OH:4])=[O:3]. (3) Given the reactants [CH2:1]([N:5]1[C:9](=O)[C:8]([NH:11][C:12]2[CH:17]=[CH:16][C:15]([O:18][CH:19]([F:21])[F:20])=[CH:14][CH:13]=2)=[C:7]([C:22]2[CH:27]=[CH:26][CH:25]=[CH:24][CH:23]=2)[S:6]1(=[O:29])=[O:28])[CH2:2][CH2:3][CH3:4].COC1C=CC(P2(SP(C3C=CC(OC)=CC=3)(=S)S2)=[S:39])=CC=1, predict the reaction product. The product is: [CH2:1]([N:5]1[C:9](=[S:39])[C:8]([NH:11][C:12]2[CH:17]=[CH:16][C:15]([O:18][CH:19]([F:21])[F:20])=[CH:14][CH:13]=2)=[C:7]([C:22]2[CH:27]=[CH:26][CH:25]=[CH:24][CH:23]=2)[S:6]1(=[O:29])=[O:28])[CH2:2][CH2:3][CH3:4]. (4) Given the reactants [CH:1]1([N:4]2[C:8]([NH2:9])=[C:7]([I:10])[CH:6]=[N:5]2)[CH2:3][CH2:2]1.C(NC(C)C)(C)C.[C:18](Cl)(=[O:20])[CH3:19], predict the reaction product. The product is: [CH:1]1([N:4]2[C:8]([NH:9][C:18](=[O:20])[CH3:19])=[C:7]([I:10])[CH:6]=[N:5]2)[CH2:3][CH2:2]1. (5) Given the reactants N[C:2]1C=C(Br)C=CC=1C(OC)=O.[Br:13][C:14]1[CH:22]=[CH:21][C:17]([C:18]([OH:20])=[O:19])=[C:16]([N+:23]([O-:25])=[O:24])[CH:15]=1.N1(C2CCCCCCCCCC2)CCCNCCCCCC1.O, predict the reaction product. The product is: [Br:13][C:14]1[CH:22]=[CH:21][C:17]([C:18]([O:20][CH3:2])=[O:19])=[C:16]([N+:23]([O-:25])=[O:24])[CH:15]=1. (6) Given the reactants F[C:2]1[CH:3]=[CH:4][C:5]([N+:12]([O-:14])=[O:13])=[C:6]([CH:11]=1)[C:7]([O:9][CH3:10])=[O:8].[Br:15][C:16]1[CH:21]=[CH:20][C:19]([OH:22])=[CH:18][C:17]=1[F:23].C([O-])([O-])=O.[K+].[K+].C1OCCOCCOCCOCCOCCOC1, predict the reaction product. The product is: [Br:15][C:16]1[CH:21]=[CH:20][C:19]([O:22][C:2]2[CH:3]=[CH:4][C:5]([N+:12]([O-:14])=[O:13])=[C:6]([CH:11]=2)[C:7]([O:9][CH3:10])=[O:8])=[CH:18][C:17]=1[F:23].